From a dataset of Forward reaction prediction with 1.9M reactions from USPTO patents (1976-2016). Predict the product of the given reaction. The product is: [CH3:9][O:8][C:6](=[O:7])[C:5]1[CH:10]=[CH:11][C:2]([C:20]2[C:21]3[C:16](=[CH:15][CH:14]=[CH:13][CH:12]=3)[CH:17]=[CH:18][CH:19]=2)=[CH:3][CH:4]=1. Given the reactants Br[C:2]1[CH:11]=[CH:10][C:5]([C:6]([O:8][CH3:9])=[O:7])=[CH:4][CH:3]=1.[C:12]1(B(O)O)[C:21]2[C:16](=[CH:17][CH:18]=[CH:19][CH:20]=2)[CH:15]=[CH:14][CH:13]=1.C(=O)([O-])[O-].[Na+].[Na+], predict the reaction product.